Dataset: Full USPTO retrosynthesis dataset with 1.9M reactions from patents (1976-2016). Task: Predict the reactants needed to synthesize the given product. (1) Given the product [CH:41]1([S:38]([NH:37][C:35]([C@@:11]23[CH2:34][C@H:10]2[CH2:9][C:8]([F:44])([F:78])[CH2:7][CH2:6][CH2:5][CH2:4][CH2:3][C@H:2]([NH:1][C:58]([C:55]2[CH:54]=[C:53]([CH3:52])[O:57][N:56]=2)=[O:60])[C:16](=[O:17])[N:15]2[CH2:18][C@H:19]([O:21][C:22]4[CH:31]=[N:30][C:29]5[C:24](=[CH:25][CH:26]=[CH:27][CH:28]=5)[N:23]=4)[CH2:20][C@H:14]2[C:13](=[O:33])[NH:12]3)=[O:36])(=[O:40])=[O:39])[CH2:42][CH2:43]1, predict the reactants needed to synthesize it. The reactants are: [NH2:1][C@@H:2]1[C:16](=[O:17])[N:15]2[CH2:18][C@@:19](F)([O:21][C:22]3[CH:31]=[N:30][C:29]4[C:24](=[CH:25][CH:26]=[CH:27][CH:28]=4)[N:23]=3)[CH2:20][C@H:14]2[C:13](=[O:33])[NH:12][C@:11]2([C:35]([NH:37][S:38]([CH:41]3[CH2:43][CH2:42]3)(=[O:40])=[O:39])=[O:36])[CH2:34][C@H:10]2[CH2:9][CH:8]([F:44])[CH2:7][CH2:6][CH2:5][CH2:4][CH2:3]1.Cl.N1C=CC=CC=1.[CH3:52][C:53]1[O:57][N:56]=[C:55]([C:58]([OH:60])=O)[CH:54]=1.CN(C(ON1N=NC2C=CC=NC1=2)=[N+](C)C)C.[F:78][P-](F)(F)(F)(F)F. (2) The reactants are: [CH3:1][C:2]1[C:7]([C:8]2[O:9][C:10]3[CH:16]=[CH:15][C:14]([C:17]#[N:18])=[CH:13][C:11]=3[CH:12]=2)=[CH:6][CH:5]=[CH:4][N:3]=1.[H-].[H-].[H-].[H-].[Li+].[Al+3]. Given the product [CH3:1][C:2]1[C:7]([C:8]2[O:9][C:10]3[CH:16]=[CH:15][C:14]([CH2:17][NH2:18])=[CH:13][C:11]=3[CH:12]=2)=[CH:6][CH:5]=[CH:4][N:3]=1, predict the reactants needed to synthesize it. (3) Given the product [CH2:24]([O:28][C:3]1[N:8]=[C:7]([C:9]2[CH:14]=[CH:13][C:12]([Cl:15])=[CH:11][C:10]=2[Cl:16])[C:6]([C:17]2[CH:22]=[CH:21][C:20]([Cl:23])=[CH:19][CH:18]=2)=[CH:5][N:4]=1)[CH2:25][CH2:26][CH3:27], predict the reactants needed to synthesize it. The reactants are: CS[C:3]1[N:8]=[C:7]([C:9]2[CH:14]=[CH:13][C:12]([Cl:15])=[CH:11][C:10]=2[Cl:16])[C:6]([C:17]2[CH:22]=[CH:21][C:20]([Cl:23])=[CH:19][CH:18]=2)=[CH:5][N:4]=1.[CH2:24]([OH:28])[CH2:25][CH2:26][CH3:27]. (4) Given the product [OH:4][CH2:3][CH:2]([NH:1][C:21](=[O:22])[C:20]1[CH:24]=[CH:25][C:26]([N+:27]([O-:29])=[O:28])=[C:18]([O:17][CH3:16])[CH:19]=1)[CH2:5][OH:6], predict the reactants needed to synthesize it. The reactants are: [NH2:1][CH:2]([CH2:5][OH:6])[CH2:3][OH:4].CCN(C(C)C)C(C)C.[CH3:16][O:17][C:18]1[CH:19]=[C:20]([CH:24]=[CH:25][C:26]=1[N+:27]([O-:29])=[O:28])[C:21](Cl)=[O:22]. (5) Given the product [Cl:44][C:39]1[C:38]2[C:42](=[CH:43][C:35]([C:33]([NH:32][C@H:25]([C:26]3[CH:31]=[CH:30][CH:29]=[CH:28][CH:27]=3)[CH2:24][O:23][CH2:22][CH:19]3[CH2:18][CH2:17][NH:16][CH2:21][CH2:20]3)=[O:34])=[CH:36][CH:37]=2)[NH:41][CH:40]=1, predict the reactants needed to synthesize it. The reactants are: C1(OC)C=CC=CC=1.C(OC([N:16]1[CH2:21][CH2:20][CH:19]([CH2:22][O:23][CH2:24][C@H:25]([NH:32][C:33]([C:35]2[CH:43]=[C:42]3[C:38]([C:39]([Cl:44])=[CH:40][NH:41]3)=[CH:37][CH:36]=2)=[O:34])[C:26]2[CH:31]=[CH:30][CH:29]=[CH:28][CH:27]=2)[CH2:18][CH2:17]1)=O)(C)(C)C. (6) The reactants are: [CH3:1][N:2]1[C:10]2[C:5](=[CH:6][C:7]([S:11]([N:14]3[CH2:18][CH2:17][CH2:16][C@H:15]3[CH2:19][O:20][C:21]3[CH:26]=[CH:25][CH:24]=[CH:23][CH:22]=3)(=[O:13])=[O:12])=[CH:8][CH:9]=2)[C:4](=[O:27])[C:3]1=[O:28].C(Br)[C:30]1[CH:35]=[CH:34][CH:33]=[CH:32][CH:31]=1. Given the product [CH2:1]([N:2]1[C:10]2[C:5](=[CH:6][C:7]([S:11]([N:14]3[CH2:18][CH2:17][CH2:16][C@H:15]3[CH2:19][O:20][C:21]3[CH:26]=[CH:25][CH:24]=[CH:23][CH:22]=3)(=[O:12])=[O:13])=[CH:8][CH:9]=2)[C:4](=[O:27])[C:3]1=[O:28])[C:30]1[CH:35]=[CH:34][CH:33]=[CH:32][CH:31]=1, predict the reactants needed to synthesize it.